Task: Predict the reactants needed to synthesize the given product.. Dataset: Full USPTO retrosynthesis dataset with 1.9M reactions from patents (1976-2016) (1) Given the product [OH:9][C:10]1[C:11](=[O:26])[CH:12]=[N:13][N:14]([C:16]2[CH:21]=[CH:20][CH:19]=[C:18]([C:22]([F:25])([F:23])[F:24])[CH:17]=2)[CH:15]=1, predict the reactants needed to synthesize it. The reactants are: [I-].[Na+].Cl[Si](C)(C)C.C[O:9][C:10]1[C:11](=[O:26])[CH:12]=[N:13][N:14]([C:16]2[CH:21]=[CH:20][CH:19]=[C:18]([C:22]([F:25])([F:24])[F:23])[CH:17]=2)[CH:15]=1. (2) Given the product [CH3:55][O:56][C:57]1[CH:62]=[CH:61][C:60](/[CH:63]=[CH:64]/[C:2]2[CH:7]=[CH:6][C:5]([C:8]3[S:24][C:11]4[CH2:12][N:13]([CH:17]([CH2:22][CH3:23])[C:18]([O:20][CH3:21])=[O:19])[S:14](=[O:15])(=[O:16])[C:10]=4[CH:9]=3)=[CH:4][CH:3]=2)=[CH:59][CH:58]=1, predict the reactants needed to synthesize it. The reactants are: Br[C:2]1[CH:7]=[CH:6][C:5]([C:8]2[S:24][C:11]3[CH2:12][N:13]([CH:17]([CH2:22][CH3:23])[C:18]([O:20][CH3:21])=[O:19])[S:14](=[O:16])(=[O:15])[C:10]=3[CH:9]=2)=[CH:4][CH:3]=1.P([O-])([O-])([O-])=O.[K+].[K+].[K+].C1(C)C=CC=CC=1P(C1C=CC=CC=1C)C1C=CC=CC=1C.[CH3:55][O:56][C:57]1[CH:62]=[CH:61][C:60]([CH:63]=[CH:64]B(O)O)=[CH:59][CH:58]=1.Cl. (3) Given the product [CH3:33][Si:2]([CH3:1])([CH3:32])[CH2:3][CH2:4][O:5][CH2:6][N:7]1[C:15]2[CH2:13][C:12]3([CH2:11][C:10]=2[C:9]([C:29]([OH:31])=[O:30])=[N:8]1)[CH2:34][O:35][CH2:16]3, predict the reactants needed to synthesize it. The reactants are: [CH3:1][Si:2]([CH3:33])([CH3:32])[CH2:3][CH2:4][O:5][CH2:6][N:7]1[C:15]2C[CH2:13][CH:12]([C:16]3C=NN(COCC[Si](C)(C)C)C=3)[CH2:11][C:10]=2[C:9]([C:29]([OH:31])=[O:30])=[N:8]1.[CH2:34]1C2(CCC(=O)C2)C[O:35]1. (4) Given the product [Br:1][C:2]1[CH:16]=[C:15]2[C:5]([C:6]([OH:29])=[C:7]([C:18]([NH:20][CH2:21][C:22]([OH:24])=[O:23])=[O:19])[C:8](=[O:17])[C:9]32[CH2:14][CH2:13][O:12][CH2:11][CH2:10]3)=[CH:4][C:3]=1[O:30][CH3:31], predict the reactants needed to synthesize it. The reactants are: [Br:1][C:2]1[CH:16]=[C:15]2[C:5]([C:6]([OH:29])=[C:7]([C:18]([NH:20][CH2:21][C:22]([O:24]C(C)(C)C)=[O:23])=[O:19])[C:8](=[O:17])[C:9]32[CH2:14][CH2:13][O:12][CH2:11][CH2:10]3)=[CH:4][C:3]=1[O:30][CH3:31]. (5) The reactants are: [CH:1]1([C:5]2[C:10](=[O:11])[N:9]3[N:12]=[CH:13][C:14]([C:15]#[N:16])=[C:8]3[NH:7][C:6]=2[C:17]2[CH:18]=[N:19][NH:20][CH:21]=2)[CH2:4][CH2:3][CH2:2]1.Br[CH:23]1[CH2:28][CH2:27][CH2:26][CH2:25][CH2:24]1.[H-].[Na+].Cl. Given the product [CH:1]1([C:5]2[C:10](=[O:11])[N:9]3[N:12]=[CH:13][C:14]([C:15]#[N:16])=[C:8]3[NH:7][C:6]=2[C:17]2[CH:18]=[N:19][N:20]([CH:23]3[CH2:28][CH2:27][CH2:26][CH2:25][CH2:24]3)[CH:21]=2)[CH2:2][CH2:3][CH2:4]1, predict the reactants needed to synthesize it. (6) The reactants are: [C:1]([C:5]1[CH:6]=[C:7]2[C:12](=[C:13]([F:15])[CH:14]=1)[C:11](=[O:16])[N:10]([C:17]1[N:24]=[CH:23][CH:22]=[C:21]([C:25]3[CH:30]=[C:29]([NH:31][C:32]4[CH:36]=[C:35]([CH3:37])[O:34][N:33]=4)[C:28](=[O:38])[N:27]([CH3:39])[CH:26]=3)[C:18]=1[CH:19]=[O:20])[N:9]=[CH:8]2)([CH3:4])([CH3:3])[CH3:2].[BH4-].[Na+]. Given the product [C:1]([C:5]1[CH:6]=[C:7]2[C:12](=[C:13]([F:15])[CH:14]=1)[C:11](=[O:16])[N:10]([C:17]1[C:18]([CH2:19][OH:20])=[C:21]([C:25]3[CH:30]=[C:29]([NH:31][C:32]4[CH:36]=[C:35]([CH3:37])[O:34][N:33]=4)[C:28](=[O:38])[N:27]([CH3:39])[CH:26]=3)[CH:22]=[CH:23][N:24]=1)[N:9]=[CH:8]2)([CH3:4])([CH3:2])[CH3:3], predict the reactants needed to synthesize it.